From a dataset of HIV replication inhibition screening data with 41,000+ compounds from the AIDS Antiviral Screen. Binary Classification. Given a drug SMILES string, predict its activity (active/inactive) in a high-throughput screening assay against a specified biological target. The drug is COC(=O)c1nc(N)nc(O)c1CCCCCc1c(O)nc(N)nc1C(=O)OC. The result is 0 (inactive).